Dataset: Peptide-MHC class I binding affinity with 185,985 pairs from IEDB/IMGT. Task: Regression. Given a peptide amino acid sequence and an MHC pseudo amino acid sequence, predict their binding affinity value. This is MHC class I binding data. (1) The peptide sequence is EAMAFLEESH. The MHC is HLA-A31:01 with pseudo-sequence HLA-A31:01. The binding affinity (normalized) is 0. (2) The peptide sequence is AASGFTFSSY. The MHC is HLA-A24:02 with pseudo-sequence HLA-A24:02. The binding affinity (normalized) is 0.288. (3) The peptide sequence is YELWPTKWKL. The MHC is H-2-Kk with pseudo-sequence H-2-Kk. The binding affinity (normalized) is 0.512. (4) The peptide sequence is SLVDKEDTDI. The MHC is HLA-A68:02 with pseudo-sequence HLA-A68:02. The binding affinity (normalized) is 0.